From a dataset of Catalyst prediction with 721,799 reactions and 888 catalyst types from USPTO. Predict which catalyst facilitates the given reaction. (1) Reactant: C[O:2][C:3](=[O:36])[C:4]1[CH:9]=[CH:8][C:7]([CH2:10][O:11][C:12]2[C:17]([C:18]3[N:22]([CH2:23][CH:24]4[CH2:29][CH2:28][CH2:27][CH2:26][CH2:25]4)[C:21]4[CH:30]=[C:31]([F:35])[C:32]([F:34])=[CH:33][C:20]=4[N:19]=3)=[CH:16][CH:15]=[CH:14][N:13]=2)=[CH:6][CH:5]=1.O.[OH-].[Li+]. Product: [CH:24]1([CH2:23][N:22]2[C:21]3[CH:30]=[C:31]([F:35])[C:32]([F:34])=[CH:33][C:20]=3[N:19]=[C:18]2[C:17]2[C:12]([O:11][CH2:10][C:7]3[CH:8]=[CH:9][C:4]([C:3]([OH:36])=[O:2])=[CH:5][CH:6]=3)=[N:13][CH:14]=[CH:15][CH:16]=2)[CH2:29][CH2:28][CH2:27][CH2:26][CH2:25]1. The catalyst class is: 30. (2) Reactant: [CH3:1][N:2]([C:7]1[S:8][C:9]2[CH:15]=[C:14]([N+:16]([O-:18])=[O:17])[CH:13]=[CH:12][C:10]=2[N:11]=1)[CH2:3][CH2:4][NH:5][CH3:6].N1C=CC=CC=1.[C:25](Cl)(=[O:27])[CH3:26]. Product: [CH3:6][N:5]([CH2:4][CH2:3][N:2]([CH3:1])[C:7]1[S:8][C:9]2[CH:15]=[C:14]([N+:16]([O-:18])=[O:17])[CH:13]=[CH:12][C:10]=2[N:11]=1)[C:25](=[O:27])[CH3:26]. The catalyst class is: 2. (3) Reactant: [Cl:1][C:2]1[CH:15]=[C:14]([F:16])[CH:13]=[CH:12][C:3]=1[CH2:4][NH:5][C:6]1[S:7][CH2:8][C:9](=[O:11])[N:10]=1.C(O[Na])(C)=O.[CH:22]([C:24]1[N:25]=[C:26]2[C:31](=[CH:32][CH:33]=1)[N:30]=[CH:29][C:28]([C:34]#[N:35])=[C:27]2[O:36][CH:37]([CH3:39])[CH3:38])=O. Product: [Cl:1][C:2]1[CH:15]=[C:14]([F:16])[CH:13]=[CH:12][C:3]=1[CH2:4][NH:5][C:6]1[S:7][C:8](=[CH:22][C:24]2[N:25]=[C:26]3[C:31](=[CH:32][CH:33]=2)[N:30]=[CH:29][C:28]([C:34]#[N:35])=[C:27]3[O:36][CH:37]([CH3:39])[CH3:38])[C:9](=[O:11])[N:10]=1. The catalyst class is: 52. (4) Reactant: Cl.Cl.[NH2:3][C@H:4]([C:10]([OH:12])=[O:11])[CH2:5][CH2:6][CH2:7][CH2:8][NH2:9].C(N(CC)CC)C.[C:20]1([C:26](Cl)([C:33]2[CH:38]=[CH:37][CH:36]=[CH:35][CH:34]=2)[C:27]2[CH:32]=[CH:31][CH:30]=[CH:29][CH:28]=2)[CH:25]=[CH:24][CH:23]=[CH:22][CH:21]=1.CO. Product: [C:26]([NH:9][CH2:8][CH2:7][CH2:6][CH2:5][C@@H:4]([C:10]([OH:12])=[O:11])[NH2:3])([C:20]1[CH:25]=[CH:24][CH:23]=[CH:22][CH:21]=1)([C:33]1[CH:34]=[CH:35][CH:36]=[CH:37][CH:38]=1)[C:27]1[CH:28]=[CH:29][CH:30]=[CH:31][CH:32]=1. The catalyst class is: 4. (5) Reactant: Cl[C:2]1[C:7]([N+:8]([O-:10])=[O:9])=[C:6]([NH2:11])[CH:5]=[C:4]([Cl:12])[N:3]=1.[CH3:13][Al](C)C. Product: [Cl:12][C:4]1[N:3]=[C:2]([CH3:13])[C:7]([N+:8]([O-:10])=[O:9])=[C:6]([NH2:11])[CH:5]=1. The catalyst class is: 128. (6) Reactant: [Br:1][C:2]1[CH:3]=[CH:4][C:5]([C:8]2(O)[CH2:11][S:10](=[O:13])(=[O:12])[CH2:9]2)=[N:6][CH:7]=1.C(N(S(F)(F)[F:21])CC)C. Product: [Br:1][C:2]1[CH:3]=[CH:4][C:5]([C:8]2([F:21])[CH2:11][S:10](=[O:13])(=[O:12])[CH2:9]2)=[N:6][CH:7]=1. The catalyst class is: 2. (7) Reactant: [Cl:1][C:2]1[CH:7]=[CH:6][C:5]([C:8]([C:11]2[N:15]([C:16]3[CH:21]=[CH:20][C:19]([F:22])=[CH:18][CH:17]=3)[C:14]([SH:23])=[N:13][CH:12]=2)([CH3:10])[CH3:9])=[CH:4][C:3]=1[O:24][CH3:25].C1C=CC(P(C2C=CC=CC=2)C2C=CC=CC=2)=CC=1.[Si:45]([O:52][CH2:53][CH2:54][O:55][C:56]1[CH:61]=[C:60]([F:62])[C:59]([CH2:63]O)=[C:58]([F:65])[CH:57]=1)([C:48]([CH3:51])([CH3:50])[CH3:49])([CH3:47])[CH3:46].CC(OC(/N=N/C(OC(C)C)=O)=O)C. Product: [Si:45]([O:52][CH2:53][CH2:54][O:55][C:56]1[CH:57]=[C:58]([F:65])[C:59]([CH2:63][S:23][C:14]2[N:15]([C:16]3[CH:21]=[CH:20][C:19]([F:22])=[CH:18][CH:17]=3)[C:11]([C:8]([C:5]3[CH:6]=[CH:7][C:2]([Cl:1])=[C:3]([O:24][CH3:25])[CH:4]=3)([CH3:10])[CH3:9])=[CH:12][N:13]=2)=[C:60]([F:62])[CH:61]=1)([C:48]([CH3:51])([CH3:50])[CH3:49])([CH3:47])[CH3:46]. The catalyst class is: 1.